Task: Predict the reactants needed to synthesize the given product.. Dataset: Full USPTO retrosynthesis dataset with 1.9M reactions from patents (1976-2016) (1) Given the product [NH2:1][C:2]1[C:3]([C:20]([NH:22][NH:23][C:32](=[O:38])[C:33]([O:35][CH2:36][CH3:37])=[O:34])=[O:21])=[N:4][C:5]([C:8]2[CH:9]=[CH:10][C:11]([S:14]([CH:17]([CH3:19])[CH3:18])(=[O:15])=[O:16])=[CH:12][CH:13]=2)=[CH:6][N:7]=1, predict the reactants needed to synthesize it. The reactants are: [NH2:1][C:2]1[C:3]([C:20]([NH:22][NH2:23])=[O:21])=[N:4][C:5]([C:8]2[CH:13]=[CH:12][C:11]([S:14]([CH:17]([CH3:19])[CH3:18])(=[O:16])=[O:15])=[CH:10][CH:9]=2)=[CH:6][N:7]=1.CCN(CC)CC.Cl[C:32](=[O:38])[C:33]([O:35][CH2:36][CH3:37])=[O:34]. (2) Given the product [Cl:1][C:2]1[CH:10]=[C:9]([C:11]#[C:12][CH2:13][CH2:14][O:15][CH3:16])[C:5]2[O:6][CH2:7][O:8][C:4]=2[C:3]=1[NH:17][C:18]1[C:27]2[C:22](=[CH:23][C:24]([O:30][CH2:31][CH2:32][CH2:33][N:35]3[CH2:40][CH2:39][CH:38]([CH2:41][OH:42])[CH2:37][CH2:36]3)=[C:25]([O:28][CH3:29])[CH:26]=2)[N:21]=[CH:20][N:19]=1, predict the reactants needed to synthesize it. The reactants are: [Cl:1][C:2]1[CH:10]=[C:9]([C:11]#[C:12][CH2:13][CH2:14][O:15][CH3:16])[C:5]2[O:6][CH2:7][O:8][C:4]=2[C:3]=1[NH:17][C:18]1[C:27]2[C:22](=[CH:23][C:24]([O:30][CH2:31][CH2:32][CH2:33]Cl)=[C:25]([O:28][CH3:29])[CH:26]=2)[N:21]=[CH:20][N:19]=1.[NH:35]1[CH2:40][CH2:39][CH:38]([CH2:41][OH:42])[CH2:37][CH2:36]1. (3) Given the product [F:1][C:2]1[CH:3]=[C:4]2[C:8](=[CH:9][CH:10]=1)[NH:7][C:6]([CH3:11])=[C:5]2[C:21]1[C:20]2[C:25](=[C:16]([S:13]([CH3:12])(=[O:14])=[O:15])[CH:17]=[CH:18][CH:19]=2)[N:24]=[CH:23][CH:22]=1, predict the reactants needed to synthesize it. The reactants are: [F:1][C:2]1[CH:3]=[C:4]2[C:8](=[CH:9][CH:10]=1)[NH:7][C:6]([CH3:11])=[CH:5]2.[CH3:12][S:13]([C:16]1[CH:17]=[CH:18][CH:19]=[C:20]2[C:25]=1[N:24]=[CH:23][CH:22]=[C:21]2Cl)(=[O:15])=[O:14]. (4) Given the product [Cl:1][C:2]1[C:32]([C:33]([F:34])([F:35])[F:36])=[CH:31][CH:30]=[CH:29][C:3]=1[CH2:4][N:5]([CH2:20][CH:21]([O:28][C:37](=[O:39])[CH3:38])[C:22]1[CH:23]=[CH:24][CH:25]=[CH:26][CH:27]=1)[CH2:6][CH2:7][CH2:8][O:9][C:10]1[CH:11]=[C:12]([CH2:16][C:17]([OH:19])=[O:18])[CH:13]=[CH:14][CH:15]=1, predict the reactants needed to synthesize it. The reactants are: [Cl:1][C:2]1[C:32]([C:33]([F:36])([F:35])[F:34])=[CH:31][CH:30]=[CH:29][C:3]=1[CH2:4][N:5]([CH2:20][CH:21]([OH:28])[C:22]1[CH:27]=[CH:26][CH:25]=[CH:24][CH:23]=1)[CH2:6][CH2:7][CH2:8][O:9][C:10]1[CH:11]=[C:12]([CH2:16][C:17]([OH:19])=[O:18])[CH:13]=[CH:14][CH:15]=1.[C:37](O)(=[O:39])[CH3:38].C1(P(C2C=CC=CC=2)C2C=CC=CC=2)C=CC=CC=1.CC(OC(/N=N/C(OC(C)C)=O)=O)C. (5) Given the product [C:33]([O:37][C:38]([N:40]1[CH2:45][CH2:44][C:43](=[CH:13][Br:12])[CH2:42][CH2:41]1)=[O:39])([CH3:36])([CH3:35])[CH3:34], predict the reactants needed to synthesize it. The reactants are: [Li+].C[Si]([N-][Si](C)(C)C)(C)C.[Br-].[Br:12][CH2:13][P+](C1C=CC=CC=1)(C1C=CC=CC=1)C1C=CC=CC=1.[C:33]([O:37][C:38]([N:40]1[CH2:45][CH2:44][C:43](=O)[CH2:42][CH2:41]1)=[O:39])([CH3:36])([CH3:35])[CH3:34]. (6) Given the product [CH:15]1([N:18]2[C:22]3[CH:23]=[C:24]([C:28]4[C:33]([F:34])=[CH:32][N:31]=[C:30]([NH:35][C:36]5[CH:41]=[CH:40][C:39]([CH2:42][CH:43]6[CH2:48][CH2:47][N:46]([CH2:1][CH3:2])[CH2:45][CH2:44]6)=[CH:38][N:37]=5)[N:29]=4)[CH:25]=[C:26]([F:27])[C:21]=3[N:20]=[C:19]2[CH3:49])[CH2:17][CH2:16]1, predict the reactants needed to synthesize it. The reactants are: [C:1](O[BH-](OC(=O)C)OC(=O)C)(=O)[CH3:2].[Na+].[CH:15]1([N:18]2[C:22]3[CH:23]=[C:24]([C:28]4[C:33]([F:34])=[CH:32][N:31]=[C:30]([NH:35][C:36]5[CH:41]=[CH:40][C:39]([CH2:42][CH:43]6[CH2:48][CH2:47][NH:46][CH2:45][CH2:44]6)=[CH:38][N:37]=5)[N:29]=4)[CH:25]=[C:26]([F:27])[C:21]=3[N:20]=[C:19]2[CH3:49])[CH2:17][CH2:16]1.ClCCCl.